This data is from Peptide-MHC class I binding affinity with 185,985 pairs from IEDB/IMGT. The task is: Regression. Given a peptide amino acid sequence and an MHC pseudo amino acid sequence, predict their binding affinity value. This is MHC class I binding data. (1) The peptide sequence is ALLRMCALV. The MHC is HLA-A02:03 with pseudo-sequence HLA-A02:03. The binding affinity (normalized) is 0.615. (2) The MHC is HLA-B07:02 with pseudo-sequence HLA-B07:02. The peptide sequence is YTGPDHQEW. The binding affinity (normalized) is 0.0847.